This data is from Forward reaction prediction with 1.9M reactions from USPTO patents (1976-2016). The task is: Predict the product of the given reaction. (1) Given the reactants [Cl:1][C:2]1[CH:9]=[CH:8][C:5]([CH:6]=O)=[CH:4][C:3]=1[F:10].C([O-])(=O)C.[NH4+].[N+:16]([CH3:19])([O-:18])=[O:17].O, predict the reaction product. The product is: [Cl:1][C:2]1[CH:9]=[CH:8][C:5]([CH:6]=[CH:19][N+:16]([O-:18])=[O:17])=[CH:4][C:3]=1[F:10]. (2) The product is: [Cl:2][CH2:3][CH2:4][N:5]([C:14]([NH:11][C:12]1[CH:13]=[CH:41][C:40]([OH:43])=[CH:39][CH:38]=1)=[O:18])[CH2:6][CH2:7][Cl:8]. Given the reactants Cl.[Cl:2][CH2:3][CH2:4][NH:5][CH2:6][CH2:7][Cl:8].C([N:11]([CH2:14]C)[CH2:12][CH3:13])C.ClC(OCC)=[O:18].ClC(OC)=S.ClCCNCCCl.NCCC1C=[CH:41][C:40]([OH:43])=[CH:39][CH:38]=1, predict the reaction product. (3) Given the reactants [C:1]([O:4][C:5]1[CH:15]=[CH:14][CH:13]=[CH:12][C:6]=1[C:7]([O:9][CH2:10]Cl)=[O:8])(=[O:3])[CH3:2].[N+:16]([O:19][CH:20]([CH2:32][O:33][N+:34]([O-:36])=[O:35])[CH2:21][O:22][C:23]1[CH:31]=[CH:30][C:26]([C:27]([OH:29])=[O:28])=[CH:25][CH:24]=1)([O-:18])=[O:17].CCN(CC)CC, predict the reaction product. The product is: [C:1]([O:4][C:5]1[CH:15]=[CH:14][CH:13]=[CH:12][C:6]=1[C:7]([O:9][CH2:10][O:29][C:27](=[O:28])[C:26]1[CH:25]=[CH:24][C:23]([O:22][CH2:21][CH:20]([O:19][N+:16]([O-:18])=[O:17])[CH2:32][O:33][N+:34]([O-:36])=[O:35])=[CH:31][CH:30]=1)=[O:8])(=[O:3])[CH3:2]. (4) The product is: [CH3:1][N:2]([CH3:6])[C:3]([O:17][C:10]1[C:9]([O:8][CH3:7])=[CH:16][CH:15]=[CH:14][C:11]=1[CH:12]=[O:13])=[S:4]. Given the reactants [CH3:1][N:2]([CH3:6])[C:3](Cl)=[S:4].[CH3:7][O:8][C:9]1[C:10]([OH:17])=[C:11]([CH:14]=[CH:15][CH:16]=1)[CH:12]=[O:13].[OH-].[K+], predict the reaction product. (5) Given the reactants [CH:1]1([CH2:5][O:6][C:7]2[C:8]3[N:9]([C:13]([C:17]([O:19]CC)=[O:18])=[C:14]([CH3:16])[N:15]=3)[CH:10]=[CH:11][N:12]=2)[CH2:4][CH2:3][CH2:2]1.[OH-].[Na+].Cl.ClCCl, predict the reaction product. The product is: [CH:1]1([CH2:5][O:6][C:7]2[C:8]3[N:9]([C:13]([C:17]([OH:19])=[O:18])=[C:14]([CH3:16])[N:15]=3)[CH:10]=[CH:11][N:12]=2)[CH2:2][CH2:3][CH2:4]1.